Dataset: CYP1A2 inhibition data for predicting drug metabolism from PubChem BioAssay. Task: Regression/Classification. Given a drug SMILES string, predict its absorption, distribution, metabolism, or excretion properties. Task type varies by dataset: regression for continuous measurements (e.g., permeability, clearance, half-life) or binary classification for categorical outcomes (e.g., BBB penetration, CYP inhibition). Dataset: cyp1a2_veith. (1) The result is 0 (non-inhibitor). The drug is c1ccc2c(CN3CCN(Cc4c[nH]c5ccccc45)CC3)c[nH]c2c1. (2) The drug is O=C1c2ccccc2C(=O)N1CC1CCCO1. The result is 1 (inhibitor). (3) The molecule is O=c1c(-c2cc(F)cc(F)c2)nc2cnc(N3CCNCC3)nc2n1-c1ccccc1. The result is 1 (inhibitor). (4) The drug is COc1cc2c3cc1Oc1c(OC)c(OC)cc4c1[C@@H](Cc1ccc(O)c(c1)Oc1ccc(cc1)C[C@@H]3N(C)CC2)CN(C)C4. The result is 0 (non-inhibitor). (5) The result is 0 (non-inhibitor). The drug is CCc1cccc2c(C=C(C#N)C#N)cn(CC(=O)N3CCCCCC3)c12. (6) The compound is CSc1nnc(-c2cc3c(-c4ccccc4)nn(C)c3s2)n1C. The result is 1 (inhibitor). (7) The compound is CNC(=S)NNC(=O)COc1ccccc1C. The result is 1 (inhibitor). (8) The compound is NNC(=O)CNc1cccc(Br)c1. The result is 1 (inhibitor). (9) The molecule is CN(C)CCOC(=O)c1ccc(N)cc1. The result is 0 (non-inhibitor).